From a dataset of Full USPTO retrosynthesis dataset with 1.9M reactions from patents (1976-2016). Predict the reactants needed to synthesize the given product. (1) Given the product [CH2:26]([N:28]1[C:32]([C:14]2[CH:15]=[C:10]3[CH:9]=[C:8]([C:7]4[CH:6]=[CH:5][N:4]=[CH:3][C:2]=4[CH3:1])[NH:25][C:11]3=[N:12][CH:13]=2)=[CH:31][C:30]([C:41]([F:43])([F:42])[F:44])=[N:29]1)[CH3:27], predict the reactants needed to synthesize it. The reactants are: [CH3:1][C:2]1[CH:3]=[N:4][CH:5]=[CH:6][C:7]=1[C:8]1[NH:25][C:11]2=[N:12][CH:13]=[C:14](B3OC(C)(C)C(C)(C)O3)[CH:15]=[C:10]2[CH:9]=1.[CH2:26]([N:28]1[C:32](OS(C(F)(F)F)(=O)=O)=[CH:31][C:30]([C:41]([F:44])([F:43])[F:42])=[N:29]1)[CH3:27]. (2) Given the product [Cl:26][C:22]1[CH:21]=[C:20]([C:15]2[N:14]([CH3:27])[C:13](=[O:28])[C:12]3[C:17](=[CH:18][CH:19]=[C:10]([N:4]4[CH:5]5[CH2:6][CH2:7][N+:1]([O-:37])([CH2:9][CH2:8]5)[CH2:2][CH2:3]4)[CH:11]=3)[N:16]=2)[CH:25]=[CH:24][CH:23]=1, predict the reactants needed to synthesize it. The reactants are: [N:1]12[CH2:9][CH2:8][CH:5]([CH2:6][CH2:7]1)[N:4]([C:10]1[CH:11]=[C:12]3[C:17](=[CH:18][CH:19]=1)[N:16]=[C:15]([C:20]1[CH:25]=[CH:24][CH:23]=[C:22]([Cl:26])[CH:21]=1)[N:14]([CH3:27])[C:13]3=[O:28])[CH2:3][CH2:2]2.ClC1C=CC=C(C(OO)=[O:37])C=1.C(=O)([O-])[O-].[Na+].[Na+].[Cl-].[Na+]. (3) Given the product [F:33][C:34]([F:36])([F:35])[CH:27]([C:26]1[CH:29]=[CH:30][CH:31]=[CH:32][C:25]=1[C:22]1[CH:21]=[C:20]([CH3:19])[S:24][CH:23]=1)[OH:28], predict the reactants needed to synthesize it. The reactants are: [F-].C([N+](CCCC)(CCCC)CCCC)CCC.[CH3:19][C:20]1[S:24][CH:23]=[C:22]([C:25]2[CH:32]=[CH:31][CH:30]=[CH:29][C:26]=2[CH:27]=[O:28])[CH:21]=1.[F:33][C:34]([Si](C)(C)C)([F:36])[F:35].Cl.